Dataset: Forward reaction prediction with 1.9M reactions from USPTO patents (1976-2016). Task: Predict the product of the given reaction. (1) Given the reactants [Br:1][C:2]1[CH:3]=[C:4]([C:8]([CH3:20])([CH2:12][C:13]2[CH:18]=[CH:17][C:16]([Cl:19])=[CH:15][CH:14]=2)[C:9](=[O:11])[CH3:10])[CH:5]=[CH:6][CH:7]=1.[BH4-].[Na+], predict the reaction product. The product is: [Br:1][C:2]1[CH:3]=[C:4]([C:8]([CH3:20])([CH2:12][C:13]2[CH:14]=[CH:15][C:16]([Cl:19])=[CH:17][CH:18]=2)[CH:9]([OH:11])[CH3:10])[CH:5]=[CH:6][CH:7]=1. (2) Given the reactants [CH2:1]([O:5][C:6]1[C:15]2[C:10](=[CH:11][CH:12]=[C:13]([C:16]3[S:17][C:18]([C:22]([O:24][CH2:25][CH3:26])=[O:23])=[C:19]([CH3:21])[N:20]=3)[CH:14]=2)[C:9](=[O:27])[N:8]([CH2:28][CH:29]([CH3:31])[CH3:30])[C:7]=1[CH2:32][NH:33]C(OC(C)(C)C)=O)[CH2:2][CH2:3][CH3:4].C([O-])(=O)C.[ClH:45], predict the reaction product. The product is: [ClH:45].[NH2:33][CH2:32][C:7]1[N:8]([CH2:28][CH:29]([CH3:31])[CH3:30])[C:9](=[O:27])[C:10]2[C:15]([C:6]=1[O:5][CH2:1][CH2:2][CH2:3][CH3:4])=[CH:14][C:13]([C:16]1[S:17][C:18]([C:22]([O:24][CH2:25][CH3:26])=[O:23])=[C:19]([CH3:21])[N:20]=1)=[CH:12][CH:11]=2. (3) Given the reactants [NH2:1][C:2]1[S:3][CH:4]=[C:5]([CH2:7][C:8]([O:10][CH2:11][CH3:12])=[O:9])[N:6]=1.[F:13][C:14]([F:27])([F:26])[O:15][C:16]1[CH:21]=[CH:20][C:19]([S:22](Cl)(=[O:24])=[O:23])=[CH:18][CH:17]=1, predict the reaction product. The product is: [F:27][C:14]([F:13])([F:26])[O:15][C:16]1[CH:21]=[CH:20][C:19]([S:22]([NH:1][C:2]2[S:3][CH:4]=[C:5]([CH2:7][C:8]([O:10][CH2:11][CH3:12])=[O:9])[N:6]=2)(=[O:24])=[O:23])=[CH:18][CH:17]=1. (4) Given the reactants Cl[C:2]1[C:3]2[N:4]([CH:10]=[CH:11][CH:12]=2)[N:5]=[CH:6][C:7]=1[C:8]#[N:9].[O:13]1[CH2:17][CH2:16][CH:15]([NH2:18])[CH2:14]1.CCN(C(C)C)C(C)C, predict the reaction product. The product is: [O:13]1[CH2:17][CH2:16][CH:15]([NH:18][C:2]2[C:3]3[N:4]([CH:10]=[CH:11][CH:12]=3)[N:5]=[CH:6][C:7]=2[C:8]#[N:9])[CH2:14]1. (5) Given the reactants [CH2:1]([Mg]Br)[CH3:2].[CH:5]([N:18]1[CH2:21][C:20](=[O:22])[CH2:19]1)([C:12]1[CH:17]=[CH:16][CH:15]=[CH:14][CH:13]=1)[C:6]1[CH:11]=[CH:10][CH:9]=[CH:8][CH:7]=1, predict the reaction product. The product is: [CH:5]([N:18]1[CH2:21][C:20]([CH2:1][CH3:2])([OH:22])[CH2:19]1)([C:12]1[CH:17]=[CH:16][CH:15]=[CH:14][CH:13]=1)[C:6]1[CH:7]=[CH:8][CH:9]=[CH:10][CH:11]=1. (6) Given the reactants [C:1]([O:5][C:6]([N:8]1[CH2:12][C@H:11]([F:13])[CH2:10][C@H:9]1[C:14]([NH:16][CH2:17][C:18]1[N:23]=[CH:22][C:21]([C:24]([OH:26])=O)=[C:20]([C:27]2[CH:32]=[CH:31][C:30]([C:33]([F:36])([F:35])[F:34])=[CH:29][CH:28]=2)[CH:19]=1)=[O:15])=[O:7])([CH3:4])([CH3:3])[CH3:2].[NH4+].[Cl-].C[N:40](C(ON1N=NC2C=CC=NC1=2)=[N+](C)C)C.F[P-](F)(F)(F)(F)F.CCN(C(C)C)C(C)C, predict the reaction product. The product is: [C:24]([C:21]1[C:20]([C:27]2[CH:32]=[CH:31][C:30]([C:33]([F:35])([F:36])[F:34])=[CH:29][CH:28]=2)=[CH:19][C:18]([CH2:17][NH:16][C:14]([C@@H:9]2[CH2:10][C@@H:11]([F:13])[CH2:12][N:8]2[C:6]([O:5][C:1]([CH3:2])([CH3:4])[CH3:3])=[O:7])=[O:15])=[N:23][CH:22]=1)(=[O:26])[NH2:40]. (7) Given the reactants COB1C2CC[CH2:11][CH:4]1[CH2:5]CC2.C([Mg]Br)(C)=C.P([O-])([O-])([O-])=O.[K+].[K+].[K+].Br[C:26]1[CH:31]=[CH:30][C:29]([C:32]2[C:45]([C:46]3[CH:51]=[CH:50][N:49]=[C:48]([NH:52][CH2:53][CH2:54][CH2:55][CH3:56])[N:47]=3)=[C:35]3[CH:36]=[CH:37][CH:38]=[C:39]([NH:40][CH2:41][CH2:42][CH2:43][CH3:44])[N:34]3[N:33]=2)=[CH:28][CH:27]=1.[OH-].[Na+].OO, predict the reaction product. The product is: [CH2:41]([NH:40][C:39]1[N:34]2[N:33]=[C:32]([C:29]3[CH:30]=[CH:31][C:26]([C:4]([CH3:11])=[CH2:5])=[CH:27][CH:28]=3)[C:45]([C:46]3[CH:51]=[CH:50][N:49]=[C:48]([NH:52][CH2:53][CH2:54][CH2:55][CH3:56])[N:47]=3)=[C:35]2[CH:36]=[CH:37][CH:38]=1)[CH2:42][CH2:43][CH3:44].